From a dataset of Reaction yield outcomes from USPTO patents with 853,638 reactions. Predict the reaction yield, written as a fraction of the theoretical maximum amount of product (1.0 means a 100% yield; for example, 0.34 means a 34% yield). (1) The reactants are Cl[C:2]1[N:3]=[C:4]([N:18]2[CH2:23][CH2:22][C:21]([CH3:25])([OH:24])[CH2:20][CH2:19]2)[C:5]2[CH2:10][CH2:9][CH:8]([C:11]3[CH:16]=[CH:15][C:14]([F:17])=[CH:13][CH:12]=3)[C:6]=2[N:7]=1.[Cl:26][C:27]1[N:28]=[CH:29][N:30]([C:32]2[CH:38]=[CH:37][C:35]([NH2:36])=[CH:34][C:33]=2[O:39][CH3:40])[CH:31]=1. No catalyst specified. The product is [Cl:26][C:27]1[N:28]=[CH:29][N:30]([C:32]2[CH:38]=[CH:37][C:35]([NH:36][C:2]3[N:3]=[C:4]([N:18]4[CH2:23][CH2:22][C:21]([CH3:25])([OH:24])[CH2:20][CH2:19]4)[C:5]4[CH2:10][CH2:9][CH:8]([C:11]5[CH:16]=[CH:15][C:14]([F:17])=[CH:13][CH:12]=5)[C:6]=4[N:7]=3)=[CH:34][C:33]=2[O:39][CH3:40])[CH:31]=1. The yield is 0.157. (2) The reactants are [Cl:1][C:2]1[N:7]=[N:6][C:5]([C:8](OCC)=[O:9])=[C:4]([NH:13][C:14]2[CH:19]=[CH:18][CH:17]=[C:16]([C:20]([OH:23])([CH3:22])[CH3:21])[N:15]=2)[CH:3]=1.CO.[NH3:26]. No catalyst specified. The product is [Cl:1][C:2]1[N:7]=[N:6][C:5]([C:8]([NH2:26])=[O:9])=[C:4]([NH:13][C:14]2[CH:19]=[CH:18][CH:17]=[C:16]([C:20]([OH:23])([CH3:22])[CH3:21])[N:15]=2)[CH:3]=1. The yield is 0.333. (3) The catalyst is C(O)C.[Pd]. The yield is 0.880. The reactants are [NH2:1][C:2]1[C:7]([N+:8]([O-])=O)=[C:6]([O:11][C:12]2[CH:17]=[CH:16][C:15]([NH:18][C:19](=[O:25])[O:20][C:21]([CH3:24])([CH3:23])[CH3:22])=[CH:14][CH:13]=2)[CH:5]=[CH:4][N:3]=1.C(OCC)(=O)C. The product is [NH2:1][C:2]1[C:7]([NH2:8])=[C:6]([O:11][C:12]2[CH:13]=[CH:14][C:15]([NH:18][C:19](=[O:25])[O:20][C:21]([CH3:23])([CH3:22])[CH3:24])=[CH:16][CH:17]=2)[CH:5]=[CH:4][N:3]=1. (4) The reactants are [C:1]([O:5][C:6](=[O:35])[NH:7][C:8]1([C:12]2[CH:17]=[CH:16][C:15]([C:18]3[C:19]([C:29]4[CH:34]=[CH:33][CH:32]=[CH:31][CH:30]=4)=[CH:20][C:21]4[NH:26][C:25](=[O:27])[CH2:24][O:23][C:22]=4[N:28]=3)=[CH:14][CH:13]=2)[CH2:11][CH2:10][CH2:9]1)([CH3:4])([CH3:3])[CH3:2].[H-].[Na+].[CH2:38](Br)[C:39]#[CH:40].[NH4+].[Cl-]. The catalyst is CN(C=O)C. The product is [C:1]([O:5][C:6](=[O:35])[NH:7][C:8]1([C:12]2[CH:13]=[CH:14][C:15]([C:18]3[C:19]([C:29]4[CH:30]=[CH:31][CH:32]=[CH:33][CH:34]=4)=[CH:20][C:21]4[N:26]([CH2:40][C:39]#[CH:38])[C:25](=[O:27])[CH2:24][O:23][C:22]=4[N:28]=3)=[CH:16][CH:17]=2)[CH2:11][CH2:10][CH2:9]1)([CH3:4])([CH3:2])[CH3:3]. The yield is 0.680. (5) The reactants are [CH2:1]([C@@H:8]1[CH2:12]OC(=O)[N:9]1[C:14](=[O:36])[CH:15]([CH2:19][C:20]1[C:25]([Cl:26])=[CH:24][C:23]([O:27]CC2C=CC=CC=2)=[CH:22][C:21]=1[Cl:35])[CH2:16][CH:17]=O)[C:2]1C=CC=CC=1.NC1CC[O:41][CH2:40]C1.C(O)(=O)C.C(O[BH-](OC(=O)C)OC(=O)C)(=O)C.[Na+]. The catalyst is ClCCl. The product is [Cl:26][C:25]1[CH:24]=[C:23]([OH:27])[CH:22]=[C:21]([Cl:35])[C:20]=1[CH2:19][C@@H:15]1[CH2:16][CH2:17][N:9]([CH:8]2[CH2:1][CH2:2][O:41][CH2:40][CH2:12]2)[C:14]1=[O:36]. The yield is 0.570. (6) The reactants are [CH3:1][C:2]1[CH:7]=[CH:6][CH:5]=[C:4]([NH2:8])[C:3]=1[NH:9][C:10]1[CH:15]=[CH:14][CH:13]=[CH:12][CH:11]=1.[CH2:16]([O:23][C:24]([NH:26][C@@H:27]([CH3:31])[C:28](O)=O)=[O:25])[C:17]1[CH:22]=[CH:21][CH:20]=[CH:19][CH:18]=1.C1C=CC2N(O)N=NC=2C=1.CN1CCOCC1.Cl.CN(C)CCCN=C=NCC. The catalyst is C(Cl)Cl. The product is [CH2:16]([O:23][C:24](=[O:25])[NH:26][C@H:27]([C:28]1[N:9]([C:10]2[CH:15]=[CH:14][CH:13]=[CH:12][CH:11]=2)[C:3]2[C:2]([CH3:1])=[CH:7][CH:6]=[CH:5][C:4]=2[N:8]=1)[CH3:31])[C:17]1[CH:22]=[CH:21][CH:20]=[CH:19][CH:18]=1. The yield is 0.900. (7) The reactants are [Cl:1][C:2]1[CH:32]=[C:31]([F:33])[CH:30]=[CH:29][C:3]=1[CH2:4][NH:5][C:6]1[S:7][C:8](=[CH:12][C:13]2[N:14]=[C:15]3[C:20](=[CH:21][CH:22]=2)[N:19]=[CH:18][C:17]([C:23]#[N:24])=[C:16]3OC(C)C)[C:9](=[O:11])[N:10]=1.C(O[Na])(C)=O.C(C1N=C2C(=CC=1)N=CC(C#N)=C2)=O. The catalyst is CC(O)=O. The product is [Cl:1][C:2]1[CH:32]=[C:31]([F:33])[CH:30]=[CH:29][C:3]=1[CH2:4][NH:5][C:6]1[S:7][C:8](=[CH:12][C:13]2[N:14]=[C:15]3[C:20](=[CH:21][CH:22]=2)[N:19]=[CH:18][C:17]([C:23]#[N:24])=[CH:16]3)[C:9](=[O:11])[N:10]=1. The yield is 0.333. (8) The reactants are [CH3:1][O:2][C:3](=[O:11])[CH2:4][CH2:5][CH2:6][C:7]#[C:8][CH2:9]O.C1(P(C2C=CC=CC=2)C2C=CC=CC=2)C=CC=CC=1.N1C=CN=C1.[I:36]I. The catalyst is ClCCl. The product is [CH3:1][O:2][C:3](=[O:11])[CH2:4][CH2:5][CH2:6][C:7]#[C:8][CH2:9][I:36]. The yield is 0.830.